Dataset: Reaction yield outcomes from USPTO patents with 853,638 reactions. Task: Predict the reaction yield, written as a fraction of the theoretical maximum amount of product (1.0 means a 100% yield; for example, 0.34 means a 34% yield). (1) The reactants are [K].N1C=CN=C1.FC(F)(F)C(OCC)=O.[F:16][C:17]([N:22]1[CH:26]=[CH:25][N:24]=[CH:23]1)(F)[CH:18]([F:20])[F:19]. The catalyst is O1CCCC1. The product is [F:16][C:17]([N:22]1[CH:26]=[CH:25][N:24]=[CH:23]1)=[C:18]([F:20])[F:19]. The yield is 0.130. (2) The product is [CH3:1][C:2]1[CH:9]=[CH:8][CH:7]=[CH:6][C:3]=1[CH:4]=[CH:10][C:11](=[O:12])[CH:13]=[CH:1][C:2]1[CH:9]=[CH:8][CH:7]=[CH:6][C:3]=1[CH3:4]. The yield is 0.430. The catalyst is C(O)C. The reactants are [CH3:1][C:2]1[CH:9]=[CH:8][CH:7]=[CH:6][C:3]=1[CH:4]=O.[CH3:10][C:11]([CH3:13])=[O:12].[OH-].[Na+].O. (3) The reactants are [CH3:1][O:2][C:3]1[CH:4]=[C:5]([CH:9]=[CH:10][CH:11]=1)[CH2:6][CH2:7][NH2:8].[CH2:12]=O.[ClH:14]. The catalyst is O. The product is [ClH:14].[CH3:1][O:2][C:3]1[CH:4]=[C:5]2[C:9](=[CH:10][CH:11]=1)[CH2:12][NH:8][CH2:7][CH2:6]2. The yield is 0.900. (4) The reactants are [CH2:1]([C:3]1([NH:25][C:26](=[O:32])[O:27][C:28]([CH3:31])([CH3:30])[CH3:29])[CH2:8][CH2:7][CH:6]([O:9][C:10]2[C:21]3[C:20]4[C@@H:19]([CH2:22][CH2:23][OH:24])[CH2:18][CH2:17][C:16]=4[S:15][C:14]=3[N:13]=[CH:12][N:11]=2)[CH2:5][CH2:4]1)[CH3:2].C1C=C[NH+]=CC=1.C1C=C[NH+]=CC=1.[O-:45][Cr](O[Cr]([O-])(=O)=O)(=O)=O. The catalyst is CN(C)C=O. The product is [C:28]([O:27][C:26]([NH:25][C:3]1([CH2:1][CH3:2])[CH2:8][CH2:7][CH:6]([O:9][C:10]2[C:21]3[C:20]4[C@@H:19]([CH2:22][C:23]([OH:45])=[O:24])[CH2:18][CH2:17][C:16]=4[S:15][C:14]=3[N:13]=[CH:12][N:11]=2)[CH2:5][CH2:4]1)=[O:32])([CH3:31])([CH3:30])[CH3:29]. The yield is 0.540. (5) The reactants are C([O:3][C:4](=[O:39])[CH2:5][CH:6]1[S:10][C:9]([C:11]2[NH:12][C:13]3[C:18]([CH:19]=2)=[CH:17][C:16]([O:20][C:21]2[CH:22]=[N:23][C:24]([CH2:27][S:28]([CH3:31])(=[O:30])=[O:29])=[CH:25][CH:26]=2)=[CH:15][C:14]=3[O:32][CH:33]2[CH2:38][CH2:37][O:36][CH2:35][CH2:34]2)=[N:8][CH2:7]1)C.[OH-].[Na+].Cl. The catalyst is C(O)C.O1CCCC1. The product is [CH3:31][S:28]([CH2:27][C:24]1[N:23]=[CH:22][C:21]([O:20][C:16]2[CH:17]=[C:18]3[C:13](=[C:14]([O:32][CH:33]4[CH2:38][CH2:37][O:36][CH2:35][CH2:34]4)[CH:15]=2)[NH:12][C:11]([C:9]2[S:10][CH:6]([CH2:5][C:4]([OH:39])=[O:3])[CH2:7][N:8]=2)=[CH:19]3)=[CH:26][CH:25]=1)(=[O:29])=[O:30]. The yield is 1.00. (6) The reactants are C([O:8][N:9]1[C:15](=[O:16])[N:14]2[CH2:17][C@H:10]1[CH2:11][CH2:12][C@H:13]2[C:18]1[CH:22]=[CH:21][O:20][N:19]=1)C1C=CC=CC=1. The catalyst is C1COCC1.[Pd]. The product is [OH:8][N:9]1[C:15](=[O:16])[N:14]2[CH2:17][C@H:10]1[CH2:11][CH2:12][C@H:13]2[C:18]1[CH:22]=[CH:21][O:20][N:19]=1. The yield is 0.980.